Dataset: Reaction yield outcomes from USPTO patents with 853,638 reactions. Task: Predict the reaction yield, written as a fraction of the theoretical maximum amount of product (1.0 means a 100% yield; for example, 0.34 means a 34% yield). (1) The reactants are [NH2:1][C:2]1[CH:24]=[CH:23][C:5]([O:6][C:7]2[C:16]3[C:11](=[CH:12][C:13]([O:17][CH2:18][C:19]([CH3:22])([OH:21])[CH3:20])=[CH:14][CH:15]=3)[N:10]=[CH:9][CH:8]=2)=[C:4]([F:25])[CH:3]=1.[CH3:26][N:27]1[C:31]([CH3:32])=[C:30]([C:33](O)=[O:34])[C:29](=[O:36])[N:28]1[C:37]1[CH:42]=[CH:41][CH:40]=[CH:39][CH:38]=1.C1C=NC2N(O)N=NC=2C=1.CCN=C=NCCCN(C)C. The catalyst is ClCCl.C(OCC)(=O)C. The product is [F:25][C:4]1[CH:3]=[C:2]([NH:1][C:33]([C:30]2[C:29](=[O:36])[N:28]([C:37]3[CH:38]=[CH:39][CH:40]=[CH:41][CH:42]=3)[N:27]([CH3:26])[C:31]=2[CH3:32])=[O:34])[CH:24]=[CH:23][C:5]=1[O:6][C:7]1[C:16]2[C:11](=[CH:12][C:13]([O:17][CH2:18][C:19]([OH:21])([CH3:22])[CH3:20])=[CH:14][CH:15]=2)[N:10]=[CH:9][CH:8]=1. The yield is 0.780. (2) The reactants are Br[C:2]1[CH:11]=[CH:10][C:5]([C:6]([O:8][CH3:9])=[O:7])=[C:4]([Cl:12])[CH:3]=1.[Li+].[Cl-].[CH2:15](C([Sn])=C(CCCC)CCCC)[CH2:16]CC. The catalyst is CN(C=O)C.Cl[Pd](Cl)([P](C1C=CC=CC=1)(C1C=CC=CC=1)C1C=CC=CC=1)[P](C1C=CC=CC=1)(C1C=CC=CC=1)C1C=CC=CC=1. The product is [Cl:12][C:4]1[CH:3]=[C:2]([CH:15]=[CH2:16])[CH:11]=[CH:10][C:5]=1[C:6]([O:8][CH3:9])=[O:7]. The yield is 0.820.